This data is from Forward reaction prediction with 1.9M reactions from USPTO patents (1976-2016). The task is: Predict the product of the given reaction. (1) Given the reactants [CH:1]1[C:10]2[C:5](=[CH:6][CH:7]=[CH:8][CH:9]=2)[CH:4]=[CH:3][C:2]=1B(O)O.[CH2:14]([O:21][P:22]([CH2:32][NH:33][S:34]([C:37]1[CH:42]=[C:41]([Cl:43])[CH:40]=[C:39]([Cl:44])[CH:38]=1)(=[O:36])=[O:35])(=[O:31])[O:23][CH2:24][C:25]1[CH:30]=[CH:29][CH:28]=[CH:27][CH:26]=1)[C:15]1[CH:20]=[CH:19][CH:18]=[CH:17][CH:16]=1.C(N(CC)CC)C, predict the reaction product. The product is: [CH2:14]([O:21][P:22]([CH2:32][N:33]([S:34]([C:37]1[CH:42]=[C:41]([Cl:43])[CH:40]=[C:39]([Cl:44])[CH:38]=1)(=[O:35])=[O:36])[C:2]1[CH:3]=[CH:4][C:5]2[C:10](=[CH:9][CH:8]=[CH:7][CH:6]=2)[CH:1]=1)(=[O:31])[O:23][CH2:24][C:25]1[CH:26]=[CH:27][CH:28]=[CH:29][CH:30]=1)[C:15]1[CH:20]=[CH:19][CH:18]=[CH:17][CH:16]=1. (2) The product is: [CH3:1][C:2]1[CH:3]=[C:4]([C:11]2[CH2:12][C:13](=[O:15])[NH:20][N:21]=2)[CH:5]=[CH:6][C:7]=1[N+:8]([O-:10])=[O:9]. Given the reactants [CH3:1][C:2]1[CH:3]=[C:4]([C:11](=O)[CH2:12][C:13]([O:15]CC)=O)[CH:5]=[CH:6][C:7]=1[N+:8]([O-:10])=[O:9].O.[NH2:20][NH2:21].C1(C)C=CC(S(O)(=O)=O)=CC=1, predict the reaction product. (3) The product is: [CH2:32]([O:31][C:9]1[C:8]([NH:91][CH2:90][C:89]([F:93])([F:92])[F:88])=[C:17]2[C:12]([C:13]([CH2:18][C:19]3[CH:24]=[C:23]([O:25][CH3:26])[C:22]([O:27][CH3:28])=[C:21]([O:29][CH3:30])[CH:20]=3)=[CH:14][N:15]=[CH:16]2)=[CH:11][CH:10]=1)[CH3:33]. Given the reactants Cl.FC(F)(F)S(O[C:8]1[C:9]([O:31][CH2:32][CH3:33])=[CH:10][CH:11]=[C:12]2[C:17]=1[CH:16]=[N:15][CH:14]=[C:13]2[CH2:18][C:19]1[CH:24]=[C:23]([O:25][CH3:26])[C:22]([O:27][CH3:28])=[C:21]([O:29][CH3:30])[CH:20]=1)(=O)=O.C1C=CC(P(C2C(C3C(P(C4C=CC=CC=4)C4C=CC=CC=4)=CC=C4C=3C=CC=C4)=C3C(C=CC=C3)=CC=2)C2C=CC=CC=2)=CC=1.C([O-])([O-])=O.[Cs+].[Cs+].[F:88][C:89]([F:93])([F:92])[CH2:90][NH2:91], predict the reaction product.